This data is from Merck oncology drug combination screen with 23,052 pairs across 39 cell lines. The task is: Regression. Given two drug SMILES strings and cell line genomic features, predict the synergy score measuring deviation from expected non-interaction effect. (1) Drug 1: COC1CC2CCC(C)C(O)(O2)C(=O)C(=O)N2CCCCC2C(=O)OC(C(C)CC2CCC(OP(C)(C)=O)C(OC)C2)CC(=O)C(C)C=C(C)C(O)C(OC)C(=O)C(C)CC(C)C=CC=CC=C1C. Drug 2: CCc1c2c(nc3ccc(O)cc13)-c1cc3c(c(=O)n1C2)COC(=O)C3(O)CC. Cell line: HCT116. Synergy scores: synergy=-3.97. (2) Drug 1: CC1CC2C3CCC4=CC(=O)C=CC4(C)C3(F)C(O)CC2(C)C1(O)C(=O)CO. Drug 2: NC1(c2ccc(-c3nc4ccn5c(=O)[nH]nc5c4cc3-c3ccccc3)cc2)CCC1. Cell line: DLD1. Synergy scores: synergy=17.7. (3) Drug 1: CCc1c2c(nc3ccc(O)cc13)-c1cc3c(c(=O)n1C2)COC(=O)C3(O)CC. Drug 2: CCc1cnn2c(NCc3ccc[n+]([O-])c3)cc(N3CCCCC3CCO)nc12. Cell line: A2058. Synergy scores: synergy=-10.1. (4) Drug 1: O=c1[nH]cc(F)c(=O)[nH]1. Drug 2: CC(C)CC(NC(=O)C(Cc1ccccc1)NC(=O)c1cnccn1)B(O)O. Cell line: UACC62. Synergy scores: synergy=-17.8.